This data is from TCR-epitope binding with 47,182 pairs between 192 epitopes and 23,139 TCRs. The task is: Binary Classification. Given a T-cell receptor sequence (or CDR3 region) and an epitope sequence, predict whether binding occurs between them. (1) The epitope is ATDALMTGY. The TCR CDR3 sequence is CASSPVAGGPYEQYF. Result: 0 (the TCR does not bind to the epitope). (2) The epitope is LSDDAVVCFNSTY. The TCR CDR3 sequence is CASSLPRYNEQFF. Result: 1 (the TCR binds to the epitope). (3) Result: 1 (the TCR binds to the epitope). The epitope is YFPLQSYGF. The TCR CDR3 sequence is CASSGMGVSEQYF. (4) The epitope is ILGLPTQTV. The TCR CDR3 sequence is CASSFGDRYEQYF. Result: 1 (the TCR binds to the epitope).